Dataset: NCI-60 drug combinations with 297,098 pairs across 59 cell lines. Task: Regression. Given two drug SMILES strings and cell line genomic features, predict the synergy score measuring deviation from expected non-interaction effect. (1) Drug 1: CCC1=CC2CC(C3=C(CN(C2)C1)C4=CC=CC=C4N3)(C5=C(C=C6C(=C5)C78CCN9C7C(C=CC9)(C(C(C8N6C)(C(=O)OC)O)OC(=O)C)CC)OC)C(=O)OC.C(C(C(=O)O)O)(C(=O)O)O. Drug 2: C1=NC2=C(N1)C(=S)N=C(N2)N. Cell line: NCI-H226. Synergy scores: CSS=48.7, Synergy_ZIP=-4.44, Synergy_Bliss=1.69, Synergy_Loewe=-7.86, Synergy_HSA=1.74. (2) Drug 1: CC1=C(N=C(N=C1N)C(CC(=O)N)NCC(C(=O)N)N)C(=O)NC(C(C2=CN=CN2)OC3C(C(C(C(O3)CO)O)O)OC4C(C(C(C(O4)CO)O)OC(=O)N)O)C(=O)NC(C)C(C(C)C(=O)NC(C(C)O)C(=O)NCCC5=NC(=CS5)C6=NC(=CS6)C(=O)NCCC[S+](C)C)O. Drug 2: C1CCC(C(C1)N)N.C(=O)(C(=O)[O-])[O-].[Pt+4]. Cell line: HCT116. Synergy scores: CSS=73.9, Synergy_ZIP=1.94, Synergy_Bliss=0.353, Synergy_Loewe=6.20, Synergy_HSA=8.08.